From a dataset of Forward reaction prediction with 1.9M reactions from USPTO patents (1976-2016). Predict the product of the given reaction. (1) Given the reactants [C:1]([C@H:5]1[CH2:10][CH2:9][C@H:8]([O:11][C:12]2[C:13]([C:32]([F:35])([F:34])[F:33])=[C:14]3[C:19](=[CH:20][CH:21]=2)[CH:18]=[C:17]([CH2:22][NH:23][CH2:24][CH2:25][CH2:26][C:27]([O:29]CC)=[O:28])[CH:16]=[CH:15]3)[CH2:7][CH2:6]1)([CH3:4])([CH3:3])[CH3:2].Cl, predict the reaction product. The product is: [C:1]([C@H:5]1[CH2:6][CH2:7][C@H:8]([O:11][C:12]2[C:13]([C:32]([F:33])([F:34])[F:35])=[C:14]3[C:19](=[CH:20][CH:21]=2)[CH:18]=[C:17]([CH2:22][NH:23][CH2:24][CH2:25][CH2:26][C:27]([OH:29])=[O:28])[CH:16]=[CH:15]3)[CH2:9][CH2:10]1)([CH3:4])([CH3:2])[CH3:3]. (2) Given the reactants [CH3:1][Si:2](N[Si:2]([CH3:4])([CH3:3])[CH3:1])([CH3:4])[CH3:3].C1COCC1.[C:15]([OH:21])(=[O:20])[CH2:16][CH2:17][CH:18]=[CH2:19], predict the reaction product. The product is: [C:15]([O:21][Si:2]([CH3:4])([CH3:3])[CH3:1])(=[O:20])[CH2:16][CH2:17][CH:18]=[CH2:19]. (3) Given the reactants [H-].[Na+].[C:3]([NH:10][C:11]1[CH:23]=[CH:22][C:21]2[C:20]3[C:15](=[CH:16][CH:17]=[CH:18][CH:19]=3)[CH2:14][C:13]=2[CH:12]=1)([O:5][C:6]([CH3:9])([CH3:8])[CH3:7])=[O:4].[CH:24](OCC)=[O:25].CCCCCC.C(OCC)(=O)C, predict the reaction product. The product is: [CH:24]([CH:14]1[C:13]2[CH:12]=[C:11]([NH:10][C:3]([O:5][C:6]([CH3:9])([CH3:8])[CH3:7])=[O:4])[CH:23]=[CH:22][C:21]=2[C:20]2[C:15]1=[CH:16][CH:17]=[CH:18][CH:19]=2)=[O:25].